Dataset: Forward reaction prediction with 1.9M reactions from USPTO patents (1976-2016). Task: Predict the product of the given reaction. (1) Given the reactants [C:1]1([CH2:7][CH2:8][CH2:9][CH:10]([NH:20][C:21]([CH:23]2[CH2:28][CH2:27][N:26](C(OC(C)(C)C)=O)[CH2:25][CH2:24]2)=[O:22])[CH2:11][CH2:12][CH2:13][C:14]2[CH:19]=[CH:18][CH:17]=[CH:16][CH:15]=2)[CH:6]=[CH:5][CH:4]=[CH:3][CH:2]=1.FC(F)(F)C(O)=O, predict the reaction product. The product is: [C:1]1([CH2:7][CH2:8][CH2:9][CH:10]([NH:20][C:21]([CH:23]2[CH2:28][CH2:27][NH:26][CH2:25][CH2:24]2)=[O:22])[CH2:11][CH2:12][CH2:13][C:14]2[CH:19]=[CH:18][CH:17]=[CH:16][CH:15]=2)[CH:6]=[CH:5][CH:4]=[CH:3][CH:2]=1. (2) The product is: [Cl:57][C:58]1[CH:59]=[C:60]([C:6]([NH:8][C@@H:9]([CH2:19][C:20]2[CH:21]=[CH:22][C:23]([C:26]3[N:27]=[C:28]4[C:33]([CH3:34])=[CH:32][CH:31]=[CH:30][N:29]4[CH:35]=3)=[CH:24][CH:25]=2)[CH2:10][CH2:11][C:12]([OH:14])=[O:13])=[O:7])[CH:75]=[CH:76][C:77]=1[O:78][CH:79]([CH3:81])[CH3:80]. Given the reactants CC(O[C:6]([NH:8][C@@H:9]([CH2:19][C:20]1[CH:25]=[CH:24][C:23]([C:26]2[N:27]=[C:28]3[C:33]([CH3:34])=[CH:32][CH:31]=[CH:30][N:29]3[CH:35]=2)=[CH:22][CH:21]=1)[CH2:10][CH2:11][C:12]([O:14]C(C)(C)C)=[O:13])=[O:7])(C)C.FC(F)(F)C(O)=O.C([SiH](CC)CC)C.C(NC(C)C)(C)C.[Cl:57][C:58]1[CH:59]=[C:60]([CH:75]=[CH:76][C:77]=1[O:78][CH:79]([CH3:81])[CH3:80])C(OC1C(F)=C(F)C(F)=C(F)C=1F)=O, predict the reaction product.